Dataset: Full USPTO retrosynthesis dataset with 1.9M reactions from patents (1976-2016). Task: Predict the reactants needed to synthesize the given product. (1) Given the product [CH:39]1([C:36]2[O:35][C:34]([C:31]([C:29]3[CH:30]=[C:25]([C:10]4[CH:11]=[C:12]5[C:7](=[CH:8][CH:9]=4)[N:6]4[C:2]([CH3:1])=[N:3][N:4]=[C:5]4[CH2:14][CH2:13]5)[CH:26]=[N:27][CH:28]=3)([CH3:33])[CH3:32])=[N:38][N:37]=2)[CH2:41][CH2:40]1, predict the reactants needed to synthesize it. The reactants are: [CH3:1][C:2]1[N:6]2[C:7]3[C:12]([CH2:13][CH2:14][C:5]2=[N:4][N:3]=1)=[CH:11][C:10](B1OC(C)(C)C(C)(C)O1)=[CH:9][CH:8]=3.Br[C:25]1[CH:26]=[N:27][CH:28]=[C:29]([C:31]([C:34]2[O:35][C:36]([CH:39]3[CH2:41][CH2:40]3)=[N:37][N:38]=2)([CH3:33])[CH3:32])[CH:30]=1.C(=O)([O-])[O-].[K+].[K+].C(O)(C)(C)C. (2) Given the product [CH3:35][O:36][C:27]1[CH:26]=[C:25]2[C:30]([CH:31]=[CH:32][CH2:3][CH:2]2[CH2:1][C:4]#[N:5])=[CH:29][CH:28]=1, predict the reactants needed to synthesize it. The reactants are: [CH2:1]([C:4]#[N:5])[CH:2]=[CH2:3].[C:25](OOC(=O)CCC[CH2:25][CH2:26][CH2:27][CH2:28][CH2:29][CH2:30][CH2:31][CH3:32])(=O)[CH2:26][CH2:27][CH2:28][CH2:29][CH2:30][CH2:31][CH2:32]CCCC.C[CH:35](C)[O-:36].[Al+3].CC(C)[O-].CC(C)[O-].